From a dataset of Experimentally validated miRNA-target interactions with 360,000+ pairs, plus equal number of negative samples. Binary Classification. Given a miRNA mature sequence and a target amino acid sequence, predict their likelihood of interaction. (1) The miRNA is dre-miR-206-3p with sequence UGGAAUGUAAGGAAGUGUGUGG. The protein sequence of the target gene is MILLAVLFLCFFSSYSASVKGHTTGLSLNNERLYKLTYSTEVFLDGGKGKPQDSVGYKISSDVDVVLLWRNPDGDDDQVIQVTITAVNVENAGQQRGEKSIFQGKSTPKIIGKDNLEALQRPMLLHLVRGKVKEFYSYENEPVGIENLKRGLASLFQMQLSSGTTNEVDISGDCKVTYQAQQDKVVKIKALDTCKIERSGFTTANQVLGVSSKATSVTTYKIEDSFVTAVLAEETRAFALNFQQTIAGKIVSKQKLELKTTEAGPRMIPGKQVAGVIKAVDSKYKAIPIVGQVLERVCKG.... Result: 0 (no interaction). (2) The miRNA is hsa-miR-590-3p with sequence UAAUUUUAUGUAUAAGCUAGU. The protein sequence of the target gene is MEDLDALLSDLETTTSHMPRSGAPKERPAEPLTPPPSYGHQPQTGSGESSGASGDKDHLYSTVCKPRSPKPAAPAAPPFSSSSGVLGTGLCELDRLLQELNATQFNITDEIMSQFPSSKVASGEQKEDQSEDKKRPSLPSSPSPGLPKASATSATLELDRLMASLSDFRVQNHLPASGPTQPPVVSSTNEGSPSPPEPTGKGSLDTMLGLLQSDLSRRGVPTQAKGLCGSCNKPIAGQVVTALGRAWHPEHFVCGGCSTALGGSSFFEKDGAPFCPECYFERFSPRCGFCNQPIRHKMVT.... Result: 0 (no interaction). (3) The miRNA is hsa-miR-7109-3p with sequence CAAGCCUCUCCUGCCCUUCCAG. The protein sequence of the target gene is MRRSRSSAAAKLRGQKRSGASGASAAPAASAAAALAPSATRTRRSASQAGSKSQAVEKPPSEKPRLRRSSPRAQEEGPGEPPPPELALLPPPPPPPPTPATPTSSASNLDLGEQRERWETFQKRQKLTSEGAAKLLLDTFEYQGLVKHTGGCHCGAVRFEVWASADLHIFDCNCSICKKKQNRHFIVPASRFKLLKGAEHITTYTFNTHKAQHTFCKRCGVQSFYTPRSNPGGFGIAPHCLDEGTVRSMVTEEFNGSDWEKAMKEHKTIKNMSKE. Result: 0 (no interaction). (4) The miRNA is mmu-miR-339-3p with sequence UGAGCGCCUCGGCGACAGAGCCG. The protein sequence of the target gene is MNLLDPFMKMTEEQDKCISDAPSPTMSDDSAGSPCPSGSGSDTENTRPQENTFPKGDPDLKKESDEDKFPVCIREAVSQVLKGYDWTLVPMPVRVNGSSKNKPHVKRPMNAFMVWAQAARRKLADQYPHLHNAELSKTLGKLWRLLNESEKRPFVEEAERLRVQHKKDHPDYKYQPRRRKSVKNGQSEQEEGSEQTHISPNAIFKALQADSPQSSSSISEVHSPGEHSGQSQGPPTPPTTPKTDAQQPGKQDLKREGRPLAEGGRQPPHIDFRDVDIGELSSDVISNIETFDVNEFDQYL.... Result: 0 (no interaction). (5) The miRNA is hsa-miR-6829-3p with sequence UGCCUCCUCCGUGGCCUCAG. The protein sequence of the target gene is MAVPTNSCLLVCLLTLTVLQLPTLDSAAPFDVTAPQEPVLALVGSDAELTCGFSPNASSEYMELLWFRQTRSTAVLLYRDGQEQEGQQMTEYRGRATLATAGLLDGRATLLIRDVRVSDQGEYRCLFKDNDDFEEAAVYLKVAAVGSDPQISMTVQENGEMELECTSSGWYPEPQVQWRTGNREMLPSTSESKKHNEEGLFTVAVSMMIRDSSIKNMSCCIQNILLGQGKEVEISLPAPFVPRLTPWIVAVAIILLALGFLTIGSIFFTWKLYKERSSLRKKEFGSKERLLEELRCKKTV.... Result: 0 (no interaction). (6) The protein sequence of the target gene is MSHEKSFLVSGDSYPPQNIVGPQAPMPPYVQAPYPGAPYPQAPFQPSPYGQPGYPHGPSPYPQGGYPQGPYPQGGYPQGPYPQSPFPPNPYGQPPPFQDPGSPQHGNYQEEGPPSYYDNQDFPAVNWDKNIRQAFIRKVFLVLTLQLSVTLSTVAIFTFVGEVKGFVRENVWTYYVSYAIFFISLIVLSCCGDFRRKHPWNLVALSILTVSLSYMVGMIASFYNTEAVIMAVGITTAVCFTVVIFSMQTRYDFTSCMGVLLVSVVVLFIFAILCIFIRNRILEIVYASLGALLFTCFLAV.... Result: 0 (no interaction). The miRNA is hsa-miR-212-3p with sequence UAACAGUCUCCAGUCACGGCC. (7) The miRNA is hsa-miR-26a-1-3p with sequence CCUAUUCUUGGUUACUUGCACG. The protein sequence of the target gene is MSSPNIWSTGSSVYSTPVFSQKMTVWILLLLSLYPGFTSQKSDDDYEDYASNKTWVLTPKVPEGDVTVILNNLLEGYDNKLRPDIGVKPTLIHTDMYVNSIGPVNAINMEYTIDIFFAQTWYDRRLKFNSTIKVLRLNSNMVGKIWIPDTFFRNSKKADAHWITTPNRMLRIWNDGRVLYTLRLTIDAECQLQLHNFPMDEHSCPLEFSSYGYPREEIVYQWKRSSVEVGDTRSWRLYQFSFVGLRNTTEVVKTTSGDYVVMSVYFDLSRRMGYFTIQTYIPCTLIVVLSWVSFWINKDA.... Result: 1 (interaction).